Dataset: Catalyst prediction with 721,799 reactions and 888 catalyst types from USPTO. Task: Predict which catalyst facilitates the given reaction. Reactant: [NH2:1][C:2]1[CH:7]=[CH:6][C:5]([C:8]2[C:9]3[CH2:23][N:22]([C:24]([O:26][C:27]([CH3:30])([CH3:29])[CH3:28])=[O:25])[CH2:21][C:10]=3[N:11]=[C:12]([N:14]3[CH2:19][CH2:18][O:17][CH2:16][C@@H:15]3[CH3:20])[N:13]=2)=[CH:4][CH:3]=1.C([O-])(O)=O.[Na+].Cl[C:37]([O:39][C:40]1[CH:45]=[CH:44][CH:43]=[CH:42][CH:41]=1)=[O:38]. Product: [CH3:20][C@@H:15]1[N:14]([C:12]2[N:13]=[C:8]([C:5]3[CH:6]=[CH:7][C:2]([NH:1][C:37]([O:39][C:40]4[CH:45]=[CH:44][CH:43]=[CH:42][CH:41]=4)=[O:38])=[CH:3][CH:4]=3)[C:9]3[CH2:23][N:22]([C:24]([O:26][C:27]([CH3:29])([CH3:28])[CH3:30])=[O:25])[CH2:21][C:10]=3[N:11]=2)[CH2:19][CH2:18][O:17][CH2:16]1. The catalyst class is: 2.